This data is from Reaction yield outcomes from USPTO patents with 853,638 reactions. The task is: Predict the reaction yield, written as a fraction of the theoretical maximum amount of product (1.0 means a 100% yield; for example, 0.34 means a 34% yield). (1) The reactants are C(=O)([O-])[O-].[Cs+].[Cs+].[OH:7][C:8]1[CH:9]=[C:10]([CH:13]=[CH:14][C:15]=1[O:16][CH2:17][CH2:18][C:19]1[CH:24]=[CH:23][CH:22]=[CH:21][CH:20]=1)[CH:11]=[O:12].[N:25]1[CH:30]=[CH:29][CH:28]=[CH:27][C:26]=1[CH2:31]Cl. The catalyst is [I-].C([N+](CCCC)(CCCC)CCCC)CCC.CN(C)C=O. The product is [N:25]1[CH:30]=[CH:29][CH:28]=[CH:27][C:26]=1[CH2:31][O:7][C:8]1[CH:9]=[C:10]([CH:13]=[CH:14][C:15]=1[O:16][CH2:17][CH2:18][C:19]1[CH:24]=[CH:23][CH:22]=[CH:21][CH:20]=1)[CH:11]=[O:12]. The yield is 0.890. (2) The reactants are [C:1]([O:5][C:6]([N:8]1[CH2:17][CH2:16][C:11]2([O:15][CH2:14][CH2:13][O:12]2)[CH2:10][CH:9]1/[CH:18]=[CH:19]/[C:20]([O:22][CH2:23][CH3:24])=[O:21])=[O:7])([CH3:4])([CH3:3])[CH3:2]. The catalyst is CO.[OH-].[OH-].[Pd+2]. The product is [C:1]([O:5][C:6]([N:8]1[CH2:17][CH2:16][C:11]2([O:15][CH2:14][CH2:13][O:12]2)[CH2:10][CH:9]1[CH2:18][CH2:19][C:20]([O:22][CH2:23][CH3:24])=[O:21])=[O:7])([CH3:4])([CH3:3])[CH3:2]. The yield is 1.00. (3) The reactants are [C:1]1([CH2:7][OH:8])[CH:6]=[CH:5][CH:4]=[CH:3][CH:2]=1.[H-].[Na+].[Cl:11][C:12]1[N:13]=[N:14][C:15](Cl)=[CH:16][C:17]=1Cl.[OH2:20]. The catalyst is O1CCCC1. The product is [CH2:7]([O:8][C:15]1[N:14]=[N:13][C:12]([Cl:11])=[CH:17][C:16]=1[O:20][CH2:7][C:1]1[CH:6]=[CH:5][CH:4]=[CH:3][CH:2]=1)[C:1]1[CH:6]=[CH:5][CH:4]=[CH:3][CH:2]=1. The yield is 0.394. (4) The reactants are CC(C)([O-])C.[K+].[Cl:7][C:8]1[C:9]([F:16])=[CH:10][C:11]([I:15])=[C:12]([CH:14]=1)[NH2:13].[O:17]1[CH2:22][CH2:21][CH2:20][CH2:19][CH:18]1[N:23]1[CH:27]=[C:26]([C:28](F)=[O:29])[CH:25]=[N:24]1.C([O-])(O)=O.[Na+]. The catalyst is C1COCC1. The product is [Cl:7][C:8]1[C:9]([F:16])=[CH:10][C:11]([I:15])=[C:12]([NH:13][C:28]([C:26]2[CH:25]=[N:24][N:23]([CH:18]3[CH2:19][CH2:20][CH2:21][CH2:22][O:17]3)[CH:27]=2)=[O:29])[CH:14]=1. The yield is 0.310. (5) The reactants are [NH2:1][C:2]1[C:10]2[C:9]([C:11]3[CH:16]=[CH:15][CH:14]=[C:13]([NH:17][C:18]([NH:20][C:21]4[CH:26]=[CH:25][C:24]([C:27]([F:30])([F:29])[F:28])=[CH:23][CH:22]=4)=[O:19])[CH:12]=3)=[N:8][C:7](S(C)=O)=[N:6][C:5]=2[S:4][C:3]=1[C:34]([NH2:36])=[O:35].[NH2:37][C@@H:38]([CH2:41][CH3:42])[CH2:39][OH:40]. The catalyst is CN(C=O)C.CCOC(C)=O. The product is [CH2:41]([C@H:38]([NH:37][C:7]1[N:8]=[C:9]([C:11]2[CH:16]=[CH:15][CH:14]=[C:13]([NH:17][C:18]([NH:20][C:21]3[CH:22]=[CH:23][C:24]([C:27]([F:30])([F:29])[F:28])=[CH:25][CH:26]=3)=[O:19])[CH:12]=2)[C:10]2[C:2]([NH2:1])=[C:3]([C:34]([NH2:36])=[O:35])[S:4][C:5]=2[N:6]=1)[CH2:39][OH:40])[CH3:42]. The yield is 0.420. (6) The reactants are [Br:1][C:2]1[C:3](=[O:9])[NH:4][C:5]([Cl:8])=[N:6][CH:7]=1.[CH3:10]N(C=O)C.[H-].[Li+].IC. The catalyst is COCCOC. The product is [Br:1][C:2]1[C:3](=[O:9])[N:4]([CH3:10])[C:5]([Cl:8])=[N:6][CH:7]=1. The yield is 0.720. (7) The reactants are [OH:1][C:2]1[CH:3]=[C:4]([CH:8]=[CH:9][CH:10]=1)[C:5]([OH:7])=[O:6].[I:11]I.Cl. The catalyst is [NH4+].[OH-].O. The product is [OH:1][C:2]1[CH:3]=[C:4]([CH:8]=[CH:9][C:10]=1[I:11])[C:5]([OH:7])=[O:6]. The yield is 0.540.